The task is: Regression. Given two drug SMILES strings and cell line genomic features, predict the synergy score measuring deviation from expected non-interaction effect.. This data is from NCI-60 drug combinations with 297,098 pairs across 59 cell lines. (1) Drug 1: C(CC(=O)O)C(=O)CN.Cl. Drug 2: CC12CCC3C(C1CCC2OP(=O)(O)O)CCC4=C3C=CC(=C4)OC(=O)N(CCCl)CCCl.[Na+]. Cell line: MDA-MB-231. Synergy scores: CSS=1.56, Synergy_ZIP=0.343, Synergy_Bliss=2.61, Synergy_Loewe=0.392, Synergy_HSA=0.501. (2) Drug 1: CC(C1=C(C=CC(=C1Cl)F)Cl)OC2=C(N=CC(=C2)C3=CN(N=C3)C4CCNCC4)N. Drug 2: CN(CCCl)CCCl.Cl. Cell line: BT-549. Synergy scores: CSS=5.93, Synergy_ZIP=-0.925, Synergy_Bliss=3.98, Synergy_Loewe=-6.55, Synergy_HSA=-0.504. (3) Drug 1: CN1CCC(CC1)COC2=C(C=C3C(=C2)N=CN=C3NC4=C(C=C(C=C4)Br)F)OC. Drug 2: CN(C)N=NC1=C(NC=N1)C(=O)N. Cell line: MDA-MB-435. Synergy scores: CSS=4.90, Synergy_ZIP=2.26, Synergy_Bliss=5.44, Synergy_Loewe=-2.97, Synergy_HSA=0.723. (4) Drug 1: CC(C)CN1C=NC2=C1C3=CC=CC=C3N=C2N. Drug 2: C1C(C(OC1N2C=NC(=NC2=O)N)CO)O. Cell line: HOP-92. Synergy scores: CSS=1.30, Synergy_ZIP=2.95, Synergy_Bliss=3.50, Synergy_Loewe=-4.80, Synergy_HSA=-4.60. (5) Drug 1: CC1C(C(CC(O1)OC2CC(CC3=C2C(=C4C(=C3O)C(=O)C5=C(C4=O)C(=CC=C5)OC)O)(C(=O)CO)O)N)O.Cl. Drug 2: CCC1(C2=C(COC1=O)C(=O)N3CC4=CC5=C(C=CC(=C5CN(C)C)O)N=C4C3=C2)O.Cl. Cell line: BT-549. Synergy scores: CSS=12.2, Synergy_ZIP=-5.03, Synergy_Bliss=-0.689, Synergy_Loewe=-10.2, Synergy_HSA=-1.10. (6) Drug 1: CC1C(C(CC(O1)OC2CC(CC3=C2C(=C4C(=C3O)C(=O)C5=C(C4=O)C(=CC=C5)OC)O)(C(=O)C)O)N)O.Cl. Cell line: CAKI-1. Drug 2: C(CC(=O)O)C(=O)CN.Cl. Synergy scores: CSS=24.8, Synergy_ZIP=-6.48, Synergy_Bliss=-6.03, Synergy_Loewe=-39.4, Synergy_HSA=-3.92. (7) Drug 1: CCCS(=O)(=O)NC1=C(C(=C(C=C1)F)C(=O)C2=CNC3=C2C=C(C=N3)C4=CC=C(C=C4)Cl)F. Drug 2: C#CCC(CC1=CN=C2C(=N1)C(=NC(=N2)N)N)C3=CC=C(C=C3)C(=O)NC(CCC(=O)O)C(=O)O. Cell line: SF-539. Synergy scores: CSS=5.55, Synergy_ZIP=-4.70, Synergy_Bliss=-5.00, Synergy_Loewe=-84.2, Synergy_HSA=-4.88.